This data is from NCI-60 drug combinations with 297,098 pairs across 59 cell lines. The task is: Regression. Given two drug SMILES strings and cell line genomic features, predict the synergy score measuring deviation from expected non-interaction effect. (1) Drug 1: C1CN1C2=NC(=NC(=N2)N3CC3)N4CC4. Drug 2: C1CCC(CC1)NC(=O)N(CCCl)N=O. Cell line: BT-549. Synergy scores: CSS=24.1, Synergy_ZIP=-5.24, Synergy_Bliss=-5.09, Synergy_Loewe=-2.73, Synergy_HSA=-0.0779. (2) Drug 1: COC1=CC(=CC(=C1O)OC)C2C3C(COC3=O)C(C4=CC5=C(C=C24)OCO5)OC6C(C(C7C(O6)COC(O7)C8=CC=CS8)O)O. Drug 2: CCN(CC)CCCC(C)NC1=C2C=C(C=CC2=NC3=C1C=CC(=C3)Cl)OC. Cell line: HOP-62. Synergy scores: CSS=18.9, Synergy_ZIP=-7.35, Synergy_Bliss=-3.59, Synergy_Loewe=-8.94, Synergy_HSA=-1.20. (3) Drug 1: CC1=C(N=C(N=C1N)C(CC(=O)N)NCC(C(=O)N)N)C(=O)NC(C(C2=CN=CN2)OC3C(C(C(C(O3)CO)O)O)OC4C(C(C(C(O4)CO)O)OC(=O)N)O)C(=O)NC(C)C(C(C)C(=O)NC(C(C)O)C(=O)NCCC5=NC(=CS5)C6=NC(=CS6)C(=O)NCCC[S+](C)C)O. Drug 2: CC1CCCC2(C(O2)CC(NC(=O)CC(C(C(=O)C(C1O)C)(C)C)O)C(=CC3=CSC(=N3)C)C)C. Cell line: HT29. Synergy scores: CSS=72.8, Synergy_ZIP=0.0650, Synergy_Bliss=-2.38, Synergy_Loewe=-25.6, Synergy_HSA=-1.13. (4) Synergy scores: CSS=15.6, Synergy_ZIP=1.38, Synergy_Bliss=-4.57, Synergy_Loewe=-5.94, Synergy_HSA=-4.12. Cell line: SF-539. Drug 1: C1=CC(=CC=C1CCCC(=O)O)N(CCCl)CCCl. Drug 2: CCCS(=O)(=O)NC1=C(C(=C(C=C1)F)C(=O)C2=CNC3=C2C=C(C=N3)C4=CC=C(C=C4)Cl)F.